Dataset: Peptide-MHC class I binding affinity with 185,985 pairs from IEDB/IMGT. Task: Regression. Given a peptide amino acid sequence and an MHC pseudo amino acid sequence, predict their binding affinity value. This is MHC class I binding data. (1) The peptide sequence is EVADRVIFM. The MHC is HLA-A24:03 with pseudo-sequence HLA-A24:03. The binding affinity (normalized) is 0.0847. (2) The peptide sequence is DLLENLQAY. The MHC is HLA-B40:01 with pseudo-sequence HLA-B40:01. The binding affinity (normalized) is 0.0847. (3) The peptide sequence is WPISAILWF. The MHC is HLA-A02:01 with pseudo-sequence HLA-A02:01. The binding affinity (normalized) is 0. (4) The peptide sequence is FLYDRLAST. The MHC is HLA-A26:01 with pseudo-sequence HLA-A26:01. The binding affinity (normalized) is 0.0847. (5) The peptide sequence is FRFEVKKRD. The MHC is HLA-A02:01 with pseudo-sequence HLA-A02:01. The binding affinity (normalized) is 0.0909. (6) The peptide sequence is YENAVWDQY. The MHC is HLA-A01:01 with pseudo-sequence HLA-A01:01. The binding affinity (normalized) is 0.419. (7) The peptide sequence is KLDAWLLPF. The MHC is HLA-B39:01 with pseudo-sequence HLA-B39:01. The binding affinity (normalized) is 0.0847. (8) The peptide sequence is SILYKDDMGV. The MHC is HLA-A01:01 with pseudo-sequence HLA-A01:01. The binding affinity (normalized) is 0. (9) The peptide sequence is TSKLNHHFP. The MHC is HLA-A02:03 with pseudo-sequence HLA-A02:03. The binding affinity (normalized) is 0.0847. (10) The peptide sequence is WTFTPTTPL. The MHC is HLA-A26:01 with pseudo-sequence HLA-A26:01. The binding affinity (normalized) is 0.412.